This data is from Forward reaction prediction with 1.9M reactions from USPTO patents (1976-2016). The task is: Predict the product of the given reaction. (1) Given the reactants [CH2:1]([O:4][C:5]1([CH3:45])[CH2:10][CH2:9][N:8]([C:11]2[C:12]3[N:13]([N:28]=[C:29]([C:31](=[O:44])[NH:32][CH2:33][CH:34]([OH:43])[CH2:35][C:36]4[CH:41]=[CH:40][CH:39]=[CH:38][C:37]=4[OH:42])[CH:30]=3)[CH:14]=[C:15]([CH3:27])[C:16]=2[C@H:17]([O:22][C:23]([CH3:26])([CH3:25])[CH3:24])[C:18]([O:20][CH3:21])=[O:19])[CH2:7][CH2:6]1)[CH:2]=[CH2:3].C([O-])([O-])=O.[K+].[K+].Br[CH2:53][CH:54]=[CH2:55].O, predict the reaction product. The product is: [CH2:1]([O:4][C:5]1([CH3:45])[CH2:10][CH2:9][N:8]([C:11]2[C:12]3[N:13]([N:28]=[C:29]([C:31](=[O:44])[NH:32][CH2:33][CH:34]([OH:43])[CH2:35][C:36]4[CH:41]=[CH:40][CH:39]=[CH:38][C:37]=4[O:42][CH2:55][CH:54]=[CH2:53])[CH:30]=3)[CH:14]=[C:15]([CH3:27])[C:16]=2[C@H:17]([O:22][C:23]([CH3:26])([CH3:25])[CH3:24])[C:18]([O:20][CH3:21])=[O:19])[CH2:7][CH2:6]1)[CH:2]=[CH2:3]. (2) Given the reactants Br.[NH:2]1[CH2:7][CH2:6][CH:5]([NH:8][C:9]2[O:10][C:11]3[C:17]([OH:18])=[CH:16][CH:15]=[CH:14][C:12]=3[N:13]=2)[CH2:4][CH2:3]1.[C:19](O[C:19]([O:21][C:22]([CH3:25])([CH3:24])[CH3:23])=[O:20])([O:21][C:22]([CH3:25])([CH3:24])[CH3:23])=[O:20], predict the reaction product. The product is: [C:22]([O:21][C:19]([N:2]1[CH2:3][CH2:4][CH:5]([NH:8][C:9]2[O:10][C:11]3[C:17]([OH:18])=[CH:16][CH:15]=[CH:14][C:12]=3[N:13]=2)[CH2:6][CH2:7]1)=[O:20])([CH3:25])([CH3:24])[CH3:23]. (3) The product is: [N:26]1([C:23]2[CH:24]=[CH:25][C:20]([C:17]3[CH:18]=[CH:19][C:14]([CH:11]4[CH2:12][CH2:13][NH:8][CH2:9][CH2:10]4)=[N:15][CH:16]=3)=[CH:21][CH:22]=2)[CH2:27][CH2:28][O:29][CH2:30][CH2:31]1. Given the reactants C(OC([N:8]1[CH2:13][CH2:12][CH:11]([C:14]2[CH:19]=[CH:18][C:17]([C:20]3[CH:25]=[CH:24][C:23]([N:26]4[CH2:31][CH2:30][O:29][CH2:28][CH2:27]4)=[CH:22][CH:21]=3)=[CH:16][N:15]=2)[CH2:10][CH2:9]1)=O)(C)(C)C.C(O)(C(F)(F)F)=O.O.[OH-].[Na+], predict the reaction product. (4) Given the reactants [Cl:1][C:2]1[N:7]=[C:6]([CH2:8][C:9]([C:11]2[CH:12]=[C:13]([CH:25]=[CH:26][CH:27]=2)[C:14]([NH:16][C:17]2[C:22]([F:23])=[CH:21][CH:20]=[CH:19][C:18]=2[F:24])=[O:15])=O)[CH:5]=[CH:4][N:3]=1.C1C(=O)N(Br)C(=O)C1.[F:36][C:37]([F:46])([F:45])[C:38]1[CH:43]=[CH:42][N:41]=[C:40]([NH2:44])[CH:39]=1.CCCCCC, predict the reaction product. The product is: [Cl:1][C:2]1[N:7]=[C:6]([C:8]2[N:41]3[CH:42]=[CH:43][C:38]([C:37]([F:45])([F:36])[F:46])=[CH:39][C:40]3=[N:44][C:9]=2[C:11]2[CH:12]=[C:13]([CH:25]=[CH:26][CH:27]=2)[C:14]([NH:16][C:17]2[C:22]([F:23])=[CH:21][CH:20]=[CH:19][C:18]=2[F:24])=[O:15])[CH:5]=[CH:4][N:3]=1. (5) Given the reactants [N:1]1([C:7]2[CH:12]=[CH:11][C:10]([S:13]([NH:16][C:17]3[S:21][N:20]=[CH:19][N:18]=3)(=[O:15])=[O:14])=[CH:9][CH:8]=2)[CH2:6][CH2:5][NH:4][CH2:3][CH2:2]1.[Cl:22][C:23]1[CH:24]=[C:25]2[C:30](=[CH:31][CH:32]=1)[N:29]([C@H:33]([CH3:37])[C:34](O)=[O:35])[CH2:28][CH2:27][CH2:26]2.CN(C(ON1N=NC2C=CC=NC1=2)=[N+](C)C)C.F[P-](F)(F)(F)(F)F.C(=O)(O)[O-].[Na+], predict the reaction product. The product is: [Cl:22][C:23]1[CH:24]=[C:25]2[C:30](=[CH:31][CH:32]=1)[N:29]([C@H:33]([CH3:37])[C:34]([N:4]1[CH2:5][CH2:6][N:1]([C:7]3[CH:8]=[CH:9][C:10]([S:13]([NH:16][C:17]4[S:21][N:20]=[CH:19][N:18]=4)(=[O:15])=[O:14])=[CH:11][CH:12]=3)[CH2:2][CH2:3]1)=[O:35])[CH2:28][CH2:27][CH2:26]2. (6) Given the reactants Cl[C:2]1[CH:3]=[CH:4][C:5]2[O:10][CH2:9][CH2:8][N:7]([C:11]3[S:12][C:13]4[C:19](=[O:20])[CH2:18][C:17]([CH3:22])([CH3:21])[CH2:16][C:14]=4[N:15]=3)[C:6]=2[CH:23]=1.[NH2:24][C:25]1[CH:26]=[N:27][CH:28]=[CH:29][CH:30]=1.CC(C)([O-])C.[Na+], predict the reaction product. The product is: [CH3:21][C:17]1([CH3:22])[CH2:16][C:14]2[N:15]=[C:11]([N:7]3[C:6]4[CH:23]=[C:2]([NH:24][C:25]5[CH:26]=[N:27][CH:28]=[CH:29][CH:30]=5)[CH:3]=[CH:4][C:5]=4[O:10][CH2:9][CH2:8]3)[S:12][C:13]=2[C:19](=[O:20])[CH2:18]1.